Dataset: Catalyst prediction with 721,799 reactions and 888 catalyst types from USPTO. Task: Predict which catalyst facilitates the given reaction. Reactant: Cl[C:2]1[C:11]2[C:6](=[CH:7][C:8]([O:14][CH2:15][CH:16]3[CH2:21][CH2:20][N:19]([CH3:22])[CH2:18][CH2:17]3)=[C:9]([O:12][CH3:13])[CH:10]=2)[N:5]=[CH:4][N:3]=1.[F:23][C:24]1[C:32]([OH:33])=[CH:31][CH:30]=[C:29]2[C:25]=1[CH:26]=[CH:27][NH:28]2.C(=O)([O-])[O-].[K+].[K+]. Product: [F:23][C:24]1[C:32]([O:33][C:2]2[C:11]3[C:6](=[CH:7][C:8]([O:14][CH2:15][CH:16]4[CH2:21][CH2:20][N:19]([CH3:22])[CH2:18][CH2:17]4)=[C:9]([O:12][CH3:13])[CH:10]=3)[N:5]=[CH:4][N:3]=2)=[CH:31][CH:30]=[C:29]2[C:25]=1[CH:26]=[CH:27][NH:28]2. The catalyst class is: 3.